From a dataset of NCI-60 drug combinations with 297,098 pairs across 59 cell lines. Regression. Given two drug SMILES strings and cell line genomic features, predict the synergy score measuring deviation from expected non-interaction effect. (1) Drug 1: C1CCN(CC1)CCOC2=CC=C(C=C2)C(=O)C3=C(SC4=C3C=CC(=C4)O)C5=CC=C(C=C5)O. Drug 2: CC1=C2C(C(=O)C3(C(CC4C(C3C(C(C2(C)C)(CC1OC(=O)C(C(C5=CC=CC=C5)NC(=O)OC(C)(C)C)O)O)OC(=O)C6=CC=CC=C6)(CO4)OC(=O)C)O)C)O. Cell line: SW-620. Synergy scores: CSS=47.8, Synergy_ZIP=5.83, Synergy_Bliss=7.61, Synergy_Loewe=-33.2, Synergy_HSA=3.50. (2) Drug 1: CNC(=O)C1=CC=CC=C1SC2=CC3=C(C=C2)C(=NN3)C=CC4=CC=CC=N4. Drug 2: COC1=C(C=C2C(=C1)N=CN=C2NC3=CC(=C(C=C3)F)Cl)OCCCN4CCOCC4. Cell line: SN12C. Synergy scores: CSS=37.1, Synergy_ZIP=-0.106, Synergy_Bliss=7.74, Synergy_Loewe=9.11, Synergy_HSA=10.0. (3) Drug 1: C1=CC(=C2C(=C1NCCNCCO)C(=O)C3=C(C=CC(=C3C2=O)O)O)NCCNCCO. Drug 2: C1=CN(C=N1)CC(O)(P(=O)(O)O)P(=O)(O)O. Cell line: HOP-92. Synergy scores: CSS=1.82, Synergy_ZIP=-17.5, Synergy_Bliss=-36.2, Synergy_Loewe=-44.0, Synergy_HSA=-33.3. (4) Drug 1: CC(C1=C(C=CC(=C1Cl)F)Cl)OC2=C(N=CC(=C2)C3=CN(N=C3)C4CCNCC4)N. Drug 2: CCC(=C(C1=CC=CC=C1)C2=CC=C(C=C2)OCCN(C)C)C3=CC=CC=C3.C(C(=O)O)C(CC(=O)O)(C(=O)O)O. Cell line: HOP-92. Synergy scores: CSS=18.9, Synergy_ZIP=-0.337, Synergy_Bliss=1.95, Synergy_Loewe=1.23, Synergy_HSA=1.64. (5) Synergy scores: CSS=21.2, Synergy_ZIP=-1.10, Synergy_Bliss=1.30, Synergy_Loewe=-30.3, Synergy_HSA=-0.0149. Cell line: OVCAR-4. Drug 2: C1CNP(=O)(OC1)N(CCCl)CCCl. Drug 1: CCC1=CC2CC(C3=C(CN(C2)C1)C4=CC=CC=C4N3)(C5=C(C=C6C(=C5)C78CCN9C7C(C=CC9)(C(C(C8N6C)(C(=O)OC)O)OC(=O)C)CC)OC)C(=O)OC.C(C(C(=O)O)O)(C(=O)O)O.